The task is: Predict the reactants needed to synthesize the given product.. This data is from Full USPTO retrosynthesis dataset with 1.9M reactions from patents (1976-2016). Given the product [F:17][C:18]1[CH:19]=[CH:20][C:21]([C:24]2[O:28][N:27]=[C:26]([C:29]([N:10]3[CH2:9][C@H:8]([C:11]4[CH:15]=[CH:14][S:13][CH:12]=4)[NH:7][C:6](=[O:16])[C@@H:5]3[CH2:1][CH:2]([CH3:4])[CH3:3])=[O:30])[N:25]=2)=[CH:22][CH:23]=1, predict the reactants needed to synthesize it. The reactants are: [CH2:1]([C@@H:5]1[NH:10][CH2:9][C@H:8]([C:11]2[CH:15]=[CH:14][S:13][CH:12]=2)[NH:7][C:6]1=[O:16])[CH:2]([CH3:4])[CH3:3].[F:17][C:18]1[CH:23]=[CH:22][C:21]([C:24]2[O:28][N:27]=[C:26]([C:29](O)=[O:30])[N:25]=2)=[CH:20][CH:19]=1.C([C@@H]1N(C(=O)/C=C/C2C=CC=CC=2)C[C@H](CC(C)C)NC1=O)C(C)C.